The task is: Predict the product of the given reaction.. This data is from Forward reaction prediction with 1.9M reactions from USPTO patents (1976-2016). Given the reactants [Br:1][C:2]1[CH:7]=[CH:6][C:5]([NH:8][CH:9]2[CH2:14][CH2:13][N:12]([C:15]([O:17][C:18]([CH3:21])([CH3:20])[CH3:19])=[O:16])[CH2:11][CH2:10]2)=[CH:4][CH:3]=1.Cl[CH2:23][C:24]1[CH:25]=[C:26]([C:30]2[CH:35]=[C:34]([O:36][CH3:37])[C:33]([O:38][CH3:39])=[C:32]([O:40][CH3:41])[CH:31]=2)[CH:27]=[N:28][CH:29]=1, predict the reaction product. The product is: [Br:1][C:2]1[CH:7]=[CH:6][C:5]([N:8]([CH:9]2[CH2:10][CH2:11][N:12]([C:15]([O:17][C:18]([CH3:21])([CH3:20])[CH3:19])=[O:16])[CH2:13][CH2:14]2)[CH2:23][C:24]2[CH:25]=[C:26]([C:30]3[CH:35]=[C:34]([O:36][CH3:37])[C:33]([O:38][CH3:39])=[C:32]([O:40][CH3:41])[CH:31]=3)[CH:27]=[N:28][CH:29]=2)=[CH:4][CH:3]=1.